The task is: Predict which catalyst facilitates the given reaction.. This data is from Catalyst prediction with 721,799 reactions and 888 catalyst types from USPTO. (1) Reactant: [F:1][C:2]1[CH:10]=[CH:9][CH:8]=[C:7]([F:11])[C:3]=1[CH:4]=[N:5][OH:6].[Cl:12]N1C(=O)CCC1=O. Product: [F:1][C:2]1[CH:10]=[CH:9][CH:8]=[C:7]([F:11])[C:3]=1[C:4](=[N:5][OH:6])[Cl:12]. The catalyst class is: 3. (2) Reactant: Br[C:2]1[C:3]2[N:4]([C:9]([C:19]3[CH:24]=[CH:23][N:22]=[C:21]([OH:25])[N:20]=3)=[C:10]([C:12]3[CH:17]=[CH:16][CH:15]=[C:14]([CH3:18])[N:13]=3)[N:11]=2)[CH:5]=[C:6]([CH3:8])[CH:7]=1.[N:26]1([CH2:32][CH2:33][NH2:34])[CH2:31][CH2:30][O:29][CH2:28][CH2:27]1.CC([O-])(C)C.[Na+].C1(P(C2CCCCC2)C2C=CC=CC=2C2C=CC=CC=2N(C)C)CCCCC1. Product: [CH3:8][C:6]1[CH:7]=[C:2]([NH:34][CH2:33][CH2:32][N:26]2[CH2:31][CH2:30][O:29][CH2:28][CH2:27]2)[C:3]2[N:4]([C:9]([C:19]3[CH:24]=[CH:23][N:22]=[C:21]([OH:25])[N:20]=3)=[C:10]([C:12]3[CH:17]=[CH:16][CH:15]=[C:14]([CH3:18])[N:13]=3)[N:11]=2)[CH:5]=1. The catalyst class is: 231. (3) Reactant: C([O:3][C:4](=[O:39])[CH2:5][CH:6]1[CH2:11][CH2:10][N:9]([C:12](=[O:38])[CH2:13][N:14]2[CH2:20][CH:19]([C:21]3[CH:26]=[CH:25][CH:24]=[CH:23][C:22]=3[Cl:27])[C:18]3[CH:28]=[C:29]([Cl:32])[CH:30]=[CH:31][C:17]=3[CH:16]([CH2:33][CH:34]([CH3:36])[CH3:35])[C:15]2=[O:37])[CH2:8][CH2:7]1)C.[OH-].[Na+].Cl. Product: [Cl:32][C:29]1[CH:30]=[CH:31][C:17]2[CH:16]([CH2:33][CH:34]([CH3:35])[CH3:36])[C:15](=[O:37])[N:14]([CH2:13][C:12]([N:9]3[CH2:8][CH2:7][CH:6]([CH2:5][C:4]([OH:39])=[O:3])[CH2:11][CH2:10]3)=[O:38])[CH2:20][CH:19]([C:21]3[CH:26]=[CH:25][CH:24]=[CH:23][C:22]=3[Cl:27])[C:18]=2[CH:28]=1. The catalyst class is: 38. (4) Reactant: C(OC(=O)[NH:7][CH2:8][CH:9]([C:30]1[CH:35]=[CH:34][CH:33]=[C:32]([NH2:36])[CH:31]=1)[NH:10][C:11]([C:13]1[S:29][C:16]2=[N:17][C:18]3[CH2:19][CH2:20][CH:21]([C:25]([CH3:28])([CH3:27])[CH3:26])[CH2:22][C:23]=3[CH:24]=[C:15]2[CH:14]=1)=[O:12])(C)(C)C.[O:38]1[CH:42]=[CH:41][N:40]=[C:39]1[C:43](O)=[O:44].CN1CCOCC1. Product: [NH2:7][CH2:8][CH:9]([NH:10][C:11]([C:13]1[S:29][C:16]2=[N:17][C:18]3[CH2:19][CH2:20][CH:21]([C:25]([CH3:28])([CH3:26])[CH3:27])[CH2:22][C:23]=3[CH:24]=[C:15]2[CH:14]=1)=[O:12])[C:30]1[CH:35]=[CH:34][CH:33]=[C:32]([NH:36][C:43]([C:39]2[O:38][CH:42]=[CH:41][N:40]=2)=[O:44])[CH:31]=1. The catalyst class is: 18. (5) Reactant: [NH2:1][C:2]1[N:7]=[C:6]([C:8](OC)=[O:9])[CH:5]=[N:4][C:3]=1[C:12]1[C:17]([F:18])=[CH:16][N:15]=[C:14]([O:19][CH3:20])[CH:13]=1.[H-].[H-].[H-].[H-].[Li+].[Al+3]. Product: [NH2:1][C:2]1[N:7]=[C:6]([CH2:8][OH:9])[CH:5]=[N:4][C:3]=1[C:12]1[C:17]([F:18])=[CH:16][N:15]=[C:14]([O:19][CH3:20])[CH:13]=1. The catalyst class is: 1.